From a dataset of Catalyst prediction with 721,799 reactions and 888 catalyst types from USPTO. Predict which catalyst facilitates the given reaction. Reactant: [C:1]([O:5][C:6]([C:8]1[C:9]([C:14]2[CH:19]=[CH:18][C:17]([CH2:20][N:21]3[C:25]([CH:26]=O)=[C:24]([Br:28])[N:23]=[C:22]3[O:29][CH2:30][CH2:31][CH3:32])=[C:16]([F:33])[CH:15]=2)=[CH:10][CH:11]=[CH:12][CH:13]=1)=[O:7])([CH3:4])([CH3:3])[CH3:2].Cl.[NH2:35][OH:36].O. Product: [C:1]([O:5][C:6]([C:8]1[C:9]([C:14]2[CH:19]=[CH:18][C:17]([CH2:20][N:21]3[C:25]([CH:26]=[N:35][OH:36])=[C:24]([Br:28])[N:23]=[C:22]3[O:29][CH2:30][CH2:31][CH3:32])=[C:16]([F:33])[CH:15]=2)=[CH:10][CH:11]=[CH:12][CH:13]=1)=[O:7])([CH3:3])([CH3:4])[CH3:2]. The catalyst class is: 17.